Dataset: Forward reaction prediction with 1.9M reactions from USPTO patents (1976-2016). Task: Predict the product of the given reaction. (1) Given the reactants Br[C:2]1[CH:7]=[C:6]([C:8]([F:11])([F:10])[F:9])[CH:5]=[CH:4][C:3]=1/[CH:12]=[CH:13]/[C:14]([NH:16][C:17]1[CH:18]=[C:19]2[C:23](=[CH:24][CH:25]=1)[NH:22][CH:21]=[CH:20]2)=[O:15].C([Sn](CCCC)(CCCC)[C:31]1[S:32][CH:33]=[CH:34][N:35]=1)CCC, predict the reaction product. The product is: [NH:22]1[C:23]2[C:19](=[CH:18][C:17]([NH:16][C:14](=[O:15])/[CH:13]=[CH:12]/[C:3]3[CH:4]=[CH:5][C:6]([C:8]([F:11])([F:10])[F:9])=[CH:7][C:2]=3[C:31]3[S:32][CH:33]=[CH:34][N:35]=3)=[CH:25][CH:24]=2)[CH:20]=[CH:21]1. (2) The product is: [CH2:25]([Sn:19]([CH2:15][CH2:16][CH2:17][CH3:18])([CH2:21][CH2:22][CH2:23][CH3:24])[C:7]1[S:8][CH:9]=[C:2]2[C:3]=1[O:4][CH2:5][CH2:6][O:1]2)[CH2:26][CH2:27][CH3:28]. Given the reactants [O:1]1[CH2:6][CH2:5][O:4][C:3]2=[CH:7][S:8][CH:9]=[C:2]12.C([Li])CCC.[CH2:15]([Sn:19]([CH2:25][CH2:26][CH2:27][CH3:28])([CH2:21][CH2:22][CH2:23][CH3:24])Cl)[CH2:16][CH2:17][CH3:18].O, predict the reaction product. (3) Given the reactants FC1C=C(F)C=CC=1CCNC(C1C(=O)C(O)=C2C(=O)N3C[C@@H]4C(C)CCCN4[C@@H]3CN2C=1)=O.[F:35][C:36]1[CH:41]=[C:40]([F:42])[CH:39]=[CH:38][C:37]=1[CH2:43][NH:44][C:45]([C:47]1[C:48](=[O:73])[C:49]([O:65]CC2C=CC=CC=2)=[C:50]2[C:55](=[O:56])[N:54]3[CH2:57][C@@H:58]4[CH2:63][CH2:62][CH2:61][CH2:60][N:59]4[C@@H:53]3[CH2:52][N:51]2[CH:64]=1)=[O:46], predict the reaction product. The product is: [F:35][C:36]1[CH:41]=[C:40]([F:42])[CH:39]=[CH:38][C:37]=1[CH2:43][NH:44][C:45]([C:47]1[C:48](=[O:73])[C:49]([OH:65])=[C:50]2[C:55](=[O:56])[N:54]3[CH2:57][C@@H:58]4[CH2:63][CH2:62][CH2:61][CH2:60][N:59]4[C@@H:53]3[CH2:52][N:51]2[CH:64]=1)=[O:46]. (4) Given the reactants C(=O)([O-])[O-].[K+].[K+].[OH:7][C:8]1[CH:12]=[C:11]([C:13]([O:15][CH2:16][CH3:17])=[O:14])[N:10]([CH3:18])[N:9]=1.CS(O[CH:24]1[CH2:29][CH2:28][N:27]([C:30]([O:32][C:33]([CH3:36])([CH3:35])[CH3:34])=[O:31])[CH2:26][CH2:25]1)(=O)=O, predict the reaction product. The product is: [CH2:16]([O:15][C:13]([C:11]1[N:10]([CH3:18])[N:9]=[C:8]([O:7][CH:24]2[CH2:29][CH2:28][N:27]([C:30]([O:32][C:33]([CH3:36])([CH3:35])[CH3:34])=[O:31])[CH2:26][CH2:25]2)[CH:12]=1)=[O:14])[CH3:17]. (5) Given the reactants [Si]([O:8][C:9]1[CH:14]=[C:13]([O:15][Si](C(C)(C)C)(C)C)[CH:12]=[CH:11][C:10]=1[C@H:23]1[CH2:28][CH2:27][C@H:26]([NH:29][S:30]([CH3:33])(=[O:32])=[O:31])[CH2:25][CH2:24]1)(C(C)(C)C)(C)C.ClCCCl.FC(F)(F)C(O)=O.O, predict the reaction product. The product is: [OH:8][C:9]1[CH:14]=[C:13]([OH:15])[CH:12]=[CH:11][C:10]=1[C@H:23]1[CH2:24][CH2:25][C@H:26]([NH:29][S:30]([CH3:33])(=[O:32])=[O:31])[CH2:27][CH2:28]1. (6) Given the reactants [Cl:1][C:2]1[C:10]([F:11])=[C:9]([F:12])[CH:8]=[CH:7][C:3]=1[C:4]([NH2:6])=O.N1C=CC=CC=1.CN(C)C=O.C(Cl)(=O)C(Cl)=O, predict the reaction product. The product is: [Cl:1][C:2]1[C:10]([F:11])=[C:9]([F:12])[CH:8]=[CH:7][C:3]=1[C:4]#[N:6].